Task: Binary Classification. Given a miRNA mature sequence and a target amino acid sequence, predict their likelihood of interaction.. Dataset: Experimentally validated miRNA-target interactions with 360,000+ pairs, plus equal number of negative samples (1) The miRNA is mmu-miR-19b-3p with sequence UGUGCAAAUCCAUGCAAAACUGA. The protein sequence of the target gene is MKLKQRVVLLAILLVIFIFTKVFLIDNLDTSAANREDQRAFHRMMTGLRVELVPKLDHTLQSPWEIAAQWVVPREVYPEETPELGAIMHAMATKKIIKADVGYKGTQLKALLILEGGQKVVFKPKRYSRDYVVEGEPYAGYDRHNAEVAAFHLDRILGFRRAPLVVGRYVNLRTEVKPVATEQLLSTFLTVGNNTCFYGKCYYCRETEPACADGDMMEGSVTLWLPDVWPLQKHRHPWGRTYREGKLARWEYDESYCDAVKKTSPYDSGPRLLDIIDTAVFDYLIGNADRHHYESFQDDE.... Result: 1 (interaction). (2) The miRNA is mmu-miR-3113-5p with sequence GUCCUGGCCCUGGUCCGGGUCC. The protein sequence of the target gene is MAVSLDDDVPLILTLDEAESAPLPPSNSLGQEQLPSKNGGSHSIHNSQVPSLVSGADSPPSSPTGHNWEMNYQEAAIYLQEGQNNDKFFTHPKDARALAAYLFVHNHFFYMMELLTALLLLLLSLCESPAVPVLKLHTYVHATLELFALMVVVFELCMKLRWLGFHTFVRHKRTMVKTSVLVVQFIEAIVVLVRQTSHVRVTRALRCIFLVDCRYCGGVRRNLRQIFQSLPPFMDILLLLLFFMIIFAILGFYLFSTNPSDPYFSTLENSIVNLFVLLTTANFPDVMMPSYSRNPWSCVF.... Result: 0 (no interaction).